Dataset: Forward reaction prediction with 1.9M reactions from USPTO patents (1976-2016). Task: Predict the product of the given reaction. (1) Given the reactants F[C:2]1[CH:7]=[CH:6][C:5]([C:8]2[C:13]3[O:14][C:15]4[CH:20]=[CH:19][CH:18]=[CH:17][C:16]=4[C:12]=3[CH:11]=[CH:10][CH:9]=2)=[CH:4][CH:3]=1.[Br:21][C:22]1[CH:23]=[CH:24][C:25]2[NH:26][C:27]3[C:32]([C:33]=2[CH:34]=1)=[CH:31][CH:30]=[CH:29][CH:28]=3.[OH-].[Na+], predict the reaction product. The product is: [Br:21][C:22]1[CH:23]=[CH:24][C:25]2[N:26]([C:2]3[CH:7]=[CH:6][C:5]([C:8]4[C:13]5[O:14][C:15]6[CH:20]=[CH:19][CH:18]=[CH:17][C:16]=6[C:12]=5[CH:11]=[CH:10][CH:9]=4)=[CH:4][CH:3]=3)[C:27]3[C:32]([C:33]=2[CH:34]=1)=[CH:31][CH:30]=[CH:29][CH:28]=3. (2) Given the reactants [CH2:1]([O:3][CH:4]([CH2:10][C:11]1[CH:16]=[CH:15][C:14]([O:17][CH2:18][C:19]2[CH:24]=[CH:23][CH:22]=[CH:21][CH:20]=2)=[CH:13][CH:12]=1)[C:5]([O:7][CH2:8][CH3:9])=[O:6])[CH3:2].[H][H].[O:27]1CCCC1, predict the reaction product. The product is: [CH2:18]([O:17][C:14]1[CH:15]=[CH:16][C:11]([CH:10]=[O:27])=[CH:12][CH:13]=1)[C:19]1[CH:24]=[CH:23][CH:22]=[CH:21][CH:20]=1.[CH2:1]([O:3][CH:4]([CH2:10][C:11]1[CH:12]=[CH:13][C:14]([OH:17])=[CH:15][CH:16]=1)[C:5]([O:7][CH2:8][CH3:9])=[O:6])[CH3:2]. (3) Given the reactants [N:1]1[CH:2]=[N:3][N:4]2[CH:9]=[C:8]([C:10]3[O:11][C:12]4([CH2:28][CH2:27][CH:26]([C:29](O)=[O:30])[CH2:25][CH2:24]4)[C:13](=[O:23])[C:14]=3[C:15]3[CH:20]=[CH:19][C:18]([F:21])=[C:17]([CH3:22])[CH:16]=3)[CH:7]=[CH:6][C:5]=12.C[N:33](C=O)C.C(Cl)(C(Cl)=O)=O, predict the reaction product. The product is: [N:1]1[CH:2]=[N:3][N:4]2[CH:9]=[C:8]([C:10]3[O:11][C:12]4([CH2:28][CH2:27][CH:26]([C:29]([NH2:33])=[O:30])[CH2:25][CH2:24]4)[C:13](=[O:23])[C:14]=3[C:15]3[CH:20]=[CH:19][C:18]([F:21])=[C:17]([CH3:22])[CH:16]=3)[CH:7]=[CH:6][C:5]=12. (4) Given the reactants [F:1][C:2]1[CH:3]=[C:4]2[C:9](=[CH:10][CH:11]=1)[N:8]=[C:7]([O:12][CH3:13])[C:6]([NH:14][C:15](=[O:19])OCC)=[N:5]2.[CH3:20][C:21]1[CH:26]=[CH:25][CH:24]=[C:23]([CH3:27])[C:22]=1[N:28]1[CH2:33][CH2:32][NH:31][CH2:30][CH2:29]1, predict the reaction product. The product is: [F:1][C:2]1[CH:3]=[C:4]2[C:9](=[CH:10][CH:11]=1)[N:8]=[C:7]([O:12][CH3:13])[C:6]([NH:14][C:15]([N:31]1[CH2:32][CH2:33][N:28]([C:22]3[C:23]([CH3:27])=[CH:24][CH:25]=[CH:26][C:21]=3[CH3:20])[CH2:29][CH2:30]1)=[O:19])=[N:5]2. (5) Given the reactants [C:1]([OH:5])([CH3:4])([CH3:3])[CH3:2].[Br:6][C:7]1[N:11]2[CH:12]=[C:13](C(O)=O)[N:14]=[C:15]([S:16][CH3:17])[C:10]2=[N:9][CH:8]=1.C([N:23]([CH2:26]C)CC)C.C1C=CC(P(N=[N+]=[N-])(C2C=CC=CC=2)=[O:35])=CC=1, predict the reaction product. The product is: [Br:6][C:7]1[N:11]2[CH:12]=[C:13]([NH:23][C:26](=[O:35])[O:5][C:1]([CH3:4])([CH3:3])[CH3:2])[N:14]=[C:15]([S:16][CH3:17])[C:10]2=[N:9][CH:8]=1. (6) The product is: [NH2:10][C:8]1[S:9][C:5]([S:1]([NH2:2])(=[O:4])=[O:3])=[N:6][N:7]=1. Given the reactants [S:1]([C:5]1[S:9][C:8]([NH:10]C(=O)C)=[N:7][N:6]=1)(=[O:4])(=[O:3])[NH2:2].Cl, predict the reaction product. (7) Given the reactants [C:1]([O:5][C:6](=[O:23])[NH:7][C@H:8]1[CH2:13][C@@H:12]([C:14]2[CH:19]=[CH:18][CH:17]=[C:16]([F:20])[C:15]=2[F:21])[CH2:11][NH:10][C:9]1=S)([CH3:4])([CH3:3])[CH3:2].[NH2:24][CH2:25][CH:26]([OH:32])[C:27]([O:30][CH3:31])([CH3:29])[CH3:28], predict the reaction product. The product is: [F:21][C:15]1[C:16]([F:20])=[CH:17][CH:18]=[CH:19][C:14]=1[C@H:12]1[CH2:11][NH:10][C:9](=[N:24][CH2:25][CH:26]([OH:32])[C:27]([O:30][CH3:31])([CH3:29])[CH3:28])[C@@H:8]([NH:7][C:6](=[O:23])[O:5][C:1]([CH3:4])([CH3:3])[CH3:2])[CH2:13]1. (8) Given the reactants [CH3:1][NH2:2].O.[Cl:4][C:5]1[CH:6]=[C:7]([CH:10]=[CH:11][CH:12]=1)[CH2:8]Cl, predict the reaction product. The product is: [Cl:4][C:5]1[CH:6]=[C:7]([CH2:8][NH:2][CH3:1])[CH:10]=[CH:11][CH:12]=1. (9) Given the reactants Cl.[NH:2]1[CH2:7][CH2:6][CH:5]([N:8]2[C@H:12]3[CH2:13][CH2:14][CH2:15][CH2:16][C@@H:11]3[NH:10][C:9]2=[O:17])[CH2:4][CH2:3]1.C(=O)([O-])[O-].O=[C:23]1[CH2:28][CH2:27][N:26]([C:29]([O:31][C:32]([CH3:35])([CH3:34])[CH3:33])=[O:30])[CH2:25][CH2:24]1.C([BH3-])#N.[Na+], predict the reaction product. The product is: [O:17]=[C:9]1[N:8]([CH:5]2[CH2:4][CH2:3][N:2]([CH:23]3[CH2:28][CH2:27][N:26]([C:29]([O:31][C:32]([CH3:35])([CH3:34])[CH3:33])=[O:30])[CH2:25][CH2:24]3)[CH2:7][CH2:6]2)[C@H:12]2[CH2:13][CH2:14][CH2:15][CH2:16][C@@H:11]2[NH:10]1. (10) Given the reactants [C:1]([O:5][C:6](=[O:42])[CH2:7][N:8]([C:35]([O:37][C:38]([CH3:41])([CH3:40])[CH3:39])=[O:36])[C:9]1[CH:14]=[CH:13][CH:12]=[C:11]([CH:15]([CH2:26][C:27]2[CH:32]=[CH:31][C:30]([NH:33][CH3:34])=[CH:29][CH:28]=2)[NH:16][S:17]([C:20]2[CH:21]=[N:22][CH:23]=[CH:24][CH:25]=2)(=[O:19])=[O:18])[N:10]=1)([CH3:4])([CH3:3])[CH3:2].C(N(CC)CC)C.[CH2:50]([S:53](Cl)(=[O:55])=[O:54])[CH2:51][CH3:52].C(=O)([O-])O.[Na+], predict the reaction product. The product is: [C:38]([O:37][C:35]([N:8]([CH2:7][C:6]([O:5][C:1]([CH3:3])([CH3:4])[CH3:2])=[O:42])[C:9]1[CH:14]=[CH:13][CH:12]=[C:11]([CH:15]([CH2:26][C:27]2[CH:32]=[CH:31][C:30]([N:33]([CH3:34])[S:53]([CH2:50][CH2:51][CH3:52])(=[O:55])=[O:54])=[CH:29][CH:28]=2)[NH:16][S:17]([C:20]2[CH:21]=[N:22][CH:23]=[CH:24][CH:25]=2)(=[O:19])=[O:18])[N:10]=1)=[O:36])([CH3:41])([CH3:40])[CH3:39].